Dataset: Reaction yield outcomes from USPTO patents with 853,638 reactions. Task: Predict the reaction yield, written as a fraction of the theoretical maximum amount of product (1.0 means a 100% yield; for example, 0.34 means a 34% yield). (1) The reactants are [CH3:1][C:2]1[CH:7]=[C:6]([CH3:8])[NH:5][C:4](=[O:9])[C:3]=1[CH2:10][NH:11][C:12]([C:14]1[C:15]2[CH:28]=[N:27][N:26]([CH:29]([CH3:31])[CH3:30])[C:16]=2[N:17]=[C:18]([C:20]2[CH2:21][CH2:22][NH:23][CH2:24][CH:25]=2)[CH:19]=1)=[O:13].O=[C:33]1[CH2:38][CH2:37][N:36]([C:39]([O:41][C:42]([CH3:45])([CH3:44])[CH3:43])=[O:40])[CH2:35][CH2:34]1.C(O)(=O)C.[BH3-]C#N.[Na+]. The catalyst is CO. The product is [CH3:1][C:2]1[CH:7]=[C:6]([CH3:8])[NH:5][C:4](=[O:9])[C:3]=1[CH2:10][NH:11][C:12]([C:14]1[CH:19]=[C:18]([C:20]2[CH2:21][CH2:22][N:23]([CH:33]3[CH2:38][CH2:37][N:36]([C:39]([O:41][C:42]([CH3:45])([CH3:44])[CH3:43])=[O:40])[CH2:35][CH2:34]3)[CH2:24][CH:25]=2)[N:17]=[C:16]2[N:26]([CH:29]([CH3:31])[CH3:30])[N:27]=[CH:28][C:15]=12)=[O:13]. The yield is 0.345. (2) The reactants are [O:1]1[CH2:6][CH2:5]O[CH2:3][CH2:2]1.Br[C:8]1[CH:9]=[C:10]([CH:13]=[CH:14][CH:15]=1)[CH:11]=[O:12].C([Sn](CCCC)(CCCC)C1OC=CC=1)CCC.[F-].[K+]. The catalyst is Cl[Pd](Cl)([P](C1C=CC=CC=1)(C1C=CC=CC=1)C1C=CC=CC=1)[P](C1C=CC=CC=1)(C1C=CC=CC=1)C1C=CC=CC=1.C(OCC)(=O)C. The product is [O:1]1[CH:6]=[CH:5][CH:3]=[C:2]1[C:8]1[CH:9]=[C:10]([CH:13]=[CH:14][CH:15]=1)[CH:11]=[O:12]. The yield is 0.860.